Predict the reactants needed to synthesize the given product. From a dataset of Full USPTO retrosynthesis dataset with 1.9M reactions from patents (1976-2016). (1) Given the product [C:1]([NH:5][C:6]([C:8]1[C:16]2[C:11](=[N:12][CH:13]=[C:14]([C:17]3[C:25]4[C:20](=[CH:21][CH:22]=[C:23]([O:26][CH:27]([F:28])[F:29])[CH:24]=4)[N:19]([CH2:39][CH2:40][CH2:41][N:42]4[CH2:46][CH2:45][C:44]([F:48])([F:47])[CH2:43]4)[N:18]=3)[N:15]=2)[N:10]([CH2:30][O:31][CH2:32][CH2:33][Si:34]([CH3:37])([CH3:36])[CH3:35])[CH:9]=1)=[O:7])([CH3:4])([CH3:3])[CH3:2], predict the reactants needed to synthesize it. The reactants are: [C:1]([NH:5][C:6]([C:8]1[C:16]2[C:11](=[N:12][CH:13]=[C:14]([C:17]3[C:25]4[C:20](=[CH:21][CH:22]=[C:23]([O:26][CH:27]([F:29])[F:28])[CH:24]=4)[NH:19][N:18]=3)[N:15]=2)[N:10]([CH2:30][O:31][CH2:32][CH2:33][Si:34]([CH3:37])([CH3:36])[CH3:35])[CH:9]=1)=[O:7])([CH3:4])([CH3:3])[CH3:2].Cl[CH2:39][CH2:40][CH2:41][N:42]1[CH2:46][CH2:45][C:44]([F:48])([F:47])[CH2:43]1.C(=O)([O-])[O-].[Cs+].[Cs+]. (2) Given the product [F:27][C:28]1[CH:29]=[C:2]([N:3]2[CH:4]=[C:5]3[CH2:10][N:9]([CH2:11][CH2:12][CH2:13][CH2:14][O:15][C:16]4[CH:25]=[C:24]5[C:19]([CH2:20][CH2:21][C:22](=[O:26])[NH:23]5)=[CH:18][CH:17]=4)[CH2:8][CH2:7][C:6]3=[N:1]2)[CH:31]=[CH:32][CH:33]=1, predict the reactants needed to synthesize it. The reactants are: [N:1]1[C:6]2[CH2:7][CH2:8][N:9]([CH2:11][CH2:12][CH2:13][CH2:14][O:15][C:16]3[CH:25]=[C:24]4[C:19]([CH2:20][CH2:21][C:22](=[O:26])[NH:23]4)=[CH:18][CH:17]=3)[CH2:10][C:5]=2[CH:4]=[N:3][CH:2]=1.[F:27][C:28]1[CH:29]=C(N2C=C3CNCCC3=N2)[CH:31]=[CH:32][CH:33]=1. (3) The reactants are: [CH3:1][CH:2]([CH3:23])[C@H:3]([NH:8][C:9]([C:11]1[O:12][C:13]([C:16]2[CH:21]=[CH:20][C:19]([OH:22])=[CH:18][N:17]=2)=[CH:14][CH:15]=1)=[O:10])[C:4](=[O:7])[NH:5][CH3:6].[F:24][C:25]([F:38])([F:37])[S:26](O[S:26]([C:25]([F:38])([F:37])[F:24])(=[O:28])=[O:27])(=[O:28])=[O:27].O. Given the product [CH3:1][CH:2]([CH3:23])[C@H:3]([NH:8][C:9]([C:11]1[O:12][C:13]([C:16]2[N:17]=[CH:18][C:19]([O:22][S:26]([C:25]([F:38])([F:37])[F:24])(=[O:28])=[O:27])=[CH:20][CH:21]=2)=[CH:14][CH:15]=1)=[O:10])[C:4](=[O:7])[NH:5][CH3:6], predict the reactants needed to synthesize it. (4) The reactants are: C(O[CH:5]1[S:25][C@H:24]([CH2:26][O:27][CH2:28][C:29]2[CH:34]=[CH:33][CH:32]=[CH:31][CH:30]=2)[C@@H:15]([O:16][CH2:17][C:18]2[CH:23]=[CH:22][CH:21]=[CH:20][CH:19]=2)[C@@H:6]1[O:7][CH2:8][C:9]1[CH:14]=[CH:13][CH:12]=[CH:11][CH:10]=1)(=O)C.[NH:35]1[CH:42]=[CH:41][C:39]([NH2:40])=[N:38][C:36]1=[O:37].C(#N)C.C[Si](C)(C)N[Si](C)(C)C.Cl[Si](C)(C)C.C[Si](OS(C(F)(F)[F:69])(=O)=O)(C)C. Given the product [CH2:8]([O:7][C@H:6]1[C@H:15]([O:16][CH2:17][C:18]2[CH:23]=[CH:22][CH:21]=[CH:20][CH:19]=2)[C@@H:24]([CH2:26][O:27][CH2:28][C:29]2[CH:34]=[CH:33][CH:32]=[CH:31][CH:30]=2)[S:25][CH:5]1[N:35]1[CH:42]=[C:41]([F:69])[C:39]([NH2:40])=[N:38][C:36]1=[O:37])[C:9]1[CH:14]=[CH:13][CH:12]=[CH:11][CH:10]=1, predict the reactants needed to synthesize it. (5) Given the product [N:39]1([CH:42]2[CH2:47][CH2:46][N:45]([CH:30]=[O:31])[CH2:44][CH2:43]2)[CH2:38][CH2:37][O:36][CH2:41][CH2:40]1, predict the reactants needed to synthesize it. The reactants are: C(C1C=CC(C2N([C:30](Cl)=[O:31])[C@H](C3C=CC(Cl)=CC=3)[C@H](C3C=CC(Cl)=CC=3)N=2)=C(OCC)C=1)(C)(C)C.[O:36]1[CH2:41][CH2:40][N:39]([CH:42]2[CH2:47][CH2:46][NH:45][CH2:44][CH2:43]2)[CH2:38][CH2:37]1.